This data is from Reaction yield outcomes from USPTO patents with 853,638 reactions. The task is: Predict the reaction yield, written as a fraction of the theoretical maximum amount of product (1.0 means a 100% yield; for example, 0.34 means a 34% yield). (1) The catalyst is C1(=O)OCCO1.O. The yield is 0.720. The reactants are [OH:1][C:2]1[CH:3]=[N:4][CH:5]=[CH:6][CH:7]=1.C1(=O)O[CH2:11][CH2:10][O:9]1.C([O-])([O-])=O.[K+].[K+].CN(C=O)C. The product is [N:4]1[CH:5]=[CH:6][CH:7]=[C:2]([O:1][CH2:11][CH2:10][OH:9])[CH:3]=1. (2) The reactants are Cl[C:2]1[C:11]2[C:6](=C[C:8]([NH:12]S(C3C=CC(C)=CC=3)(=O)=O)=[CH:9][CH:10]=2)[CH:5]=[CH:4][N:3]=1.[NH3:23]. No catalyst specified. The product is [NH2:23][C:8]1[CH:9]=[CH:10][C:11]2[C:6](=[CH:5][CH:4]=[N:3][CH:2]=2)[N:12]=1. The yield is 0.897. (3) The reactants are CC1(C)[O:6][C@@H:5]([CH2:7][O:8][NH:9][C:10](=[O:29])[C:11]2[CH:16]=[CH:15][C:14]([F:17])=[C:13]([F:18])[C:12]=2[NH:19][C:20]2[CH:25]=[CH:24][C:23]([CH2:26][CH3:27])=[CH:22][C:21]=2[F:28])[CH2:4][O:3]1.C1(C)C=CC(S(O)(=O)=O)=CC=1. The catalyst is CO.O. The product is [OH:6][C@H:5]([CH2:4][OH:3])[CH2:7][O:8][NH:9][C:10](=[O:29])[C:11]1[CH:16]=[CH:15][C:14]([F:17])=[C:13]([F:18])[C:12]=1[NH:19][C:20]1[CH:25]=[CH:24][C:23]([CH2:26][CH3:27])=[CH:22][C:21]=1[F:28]. The yield is 0.944. (4) The reactants are Cl.C(O[C:5]([C:7]1[CH:8]=[C:9]2[C:13](=[CH:14][CH:15]=1)[NH:12][N:11]=[C:10]2[C:16]1[CH:21]=[CH:20][C:19]([F:22])=[CH:18][CH:17]=1)=[NH:6])C.NNC([CH:27]1[CH2:31][CH2:30][CH2:29][NH:28]1)=O.C[O-].[Na+].O=[C:36]1[CH:40]=C[N:38]=[N:37]1. The catalyst is CO. The product is [F:22][C:19]1[CH:18]=[CH:17][C:16]([C:10]2[C:9]3[C:13](=[CH:14][CH:15]=[C:7]([C:5]4[N:6]=[C:36]([CH2:40][N:28]5[CH2:27][CH2:31][CH2:30][CH2:29]5)[NH:37][N:38]=4)[CH:8]=3)[NH:12][N:11]=2)=[CH:21][CH:20]=1. The yield is 0.0500. (5) The reactants are Br[C:2]1[CH:3]=[CH:4][C:5]2[O:9][CH:8]=[CH:7][C:6]=2[CH:10]=1.[Br-].[CH:12]1([Zn+])[CH2:17][CH2:16][CH2:15][CH2:14][CH2:13]1. The catalyst is C1COCC1.C(OCC)(=O)C.CC(C)([P](C(C)(C)C)([Pd][P](C(C)(C)C)(C(C)(C)C)C(C)(C)C)C(C)(C)C)C. The product is [CH:12]1([C:2]2[CH:3]=[CH:4][C:5]3[O:9][CH:8]=[CH:7][C:6]=3[CH:10]=2)[CH2:17][CH2:16][CH2:15][CH2:14][CH2:13]1. The yield is 0.430. (6) The reactants are CS(O[CH2:6][CH2:7][C:8]1[CH:13]=[CH:12][C:11]([C:14]2[CH:19]=[CH:18][C:17]([S:20]([CH2:23][CH2:24][CH2:25][O:26][CH3:27])(=[O:22])=[O:21])=[CH:16][CH:15]=2)=[CH:10][CH:9]=1)(=O)=O.C([C@@H]([C@H](C(O)=O)O)O)(O)=O.[CH3:38][C@@H:39]1[CH2:43][CH2:42][CH2:41][NH:40]1.[OH-].[Na+].[C:46]([OH:58])(=[O:57])[CH2:47][C:48]([CH2:53][C:54]([OH:56])=[O:55])([C:50]([OH:52])=[O:51])[OH:49]. The catalyst is O.CC(=O)CC. The product is [C:46]([OH:58])(=[O:57])[CH2:47][C:48]([CH2:53][C:54]([OH:56])=[O:55])([C:50]([OH:52])=[O:51])[OH:49].[C:46]([OH:58])(=[O:57])[CH2:47][C:48]([CH2:53][C:54]([OH:56])=[O:55])([C:50]([OH:52])=[O:51])[OH:49].[CH3:27][O:26][CH2:25][CH2:24][CH2:23][S:20]([C:17]1[CH:18]=[CH:19][C:14]([C:11]2[CH:10]=[CH:9][C:8]([CH2:7][CH2:6][N:40]3[CH2:41][CH2:42][CH2:43][C@H:39]3[CH3:38])=[CH:13][CH:12]=2)=[CH:15][CH:16]=1)(=[O:22])=[O:21]. The yield is 0.920.